From a dataset of Forward reaction prediction with 1.9M reactions from USPTO patents (1976-2016). Predict the product of the given reaction. (1) Given the reactants CO[N:3]=[C:4]1[C:12]2[C:7](=[CH:8][C:9]([Cl:14])=[CH:10][C:11]=2[Cl:13])[CH2:6][CH2:5]1.[OH-].[Na+], predict the reaction product. The product is: [Cl:14][C:9]1[CH:8]=[C:7]2[C:12](=[C:11]([Cl:13])[CH:10]=1)[CH:4]([NH2:3])[CH2:5][CH2:6]2. (2) Given the reactants Br[C:2]1[CH:7]=[CH:6][N:5]=[CH:4][CH:3]=1.[Br:8][C:9]1[CH:17]=[C:16](B(O)O)[C:12]2[O:13][CH2:14][CH2:15][C:11]=2[CH:10]=1.C([O-])([O-])=O.[Na+].[Na+].[NH4+].[Cl-], predict the reaction product. The product is: [Br:8][C:9]1[CH:17]=[C:16]([C:2]2[CH:7]=[CH:6][N:5]=[CH:4][CH:3]=2)[C:12]2[O:13][CH2:14][CH2:15][C:11]=2[CH:10]=1. (3) Given the reactants FC(F)(F)C(O)=O.[C:8]([S:11][CH:12]1[CH2:17][CH2:16][NH:15][CH2:14]/[C:13]/1=[CH:18]\[C:19]1[N:23]([CH2:24][C:25]([O:27][CH3:28])=[O:26])[N:22]=[N:21][CH:20]=1)(=[O:10])[CH3:9].Br[CH:30]([C:36]1[CH:41]=[CH:40][CH:39]=[CH:38][C:37]=1[F:42])[C:31]([CH:33]1[CH2:35][CH2:34]1)=[O:32].[ClH:43], predict the reaction product. The product is: [ClH:43].[C:8]([S:11][CH:12]1[CH2:17][CH2:16][N:15]([CH:30]([C:36]2[CH:41]=[CH:40][CH:39]=[CH:38][C:37]=2[F:42])[C:31]([CH:33]2[CH2:34][CH2:35]2)=[O:32])[CH2:14]/[C:13]/1=[CH:18]\[C:19]1[N:23]([CH2:24][C:25]([O:27][CH3:28])=[O:26])[N:22]=[N:21][CH:20]=1)(=[O:10])[CH3:9]. (4) Given the reactants Br[C:2]1[CH:7]=[C:6]([C:8]2[N:12]3[CH:13]=[CH:14][CH:15]=[CH:16][C:11]3=[N:10][C:9]=2[C:17]2[CH:22]=[CH:21][CH:20]=[C:19]([CH3:23])[N:18]=2)[CH:5]=[CH:4][N:3]=1.[CH3:24][S:25]([C:28]1[CH:33]=[CH:32][C:31](B(O)O)=[CH:30][CH:29]=1)(=[O:27])=[O:26], predict the reaction product. The product is: [CH3:24][S:25]([C:28]1[CH:33]=[CH:32][C:31]([C:2]2[CH:7]=[C:6]([C:8]3[N:12]4[CH:13]=[CH:14][CH:15]=[CH:16][C:11]4=[N:10][C:9]=3[C:17]3[CH:22]=[CH:21][CH:20]=[C:19]([CH3:23])[N:18]=3)[CH:5]=[CH:4][N:3]=2)=[CH:30][CH:29]=1)(=[O:27])=[O:26]. (5) Given the reactants [Cl:1][C:2]1[CH:7]=[CH:6][C:5]([CH3:8])=[CH:4][C:3]=1[O:9][CH3:10].[O-:11][Mn](=O)(=O)=O.[K+].[OH2:17], predict the reaction product. The product is: [Cl:1][C:2]1[CH:7]=[CH:6][C:5]([C:8]([OH:11])=[O:17])=[CH:4][C:3]=1[O:9][CH3:10].